From a dataset of Forward reaction prediction with 1.9M reactions from USPTO patents (1976-2016). Predict the product of the given reaction. Given the reactants [CH2:1]([O:4][CH2:5][CH2:6][O:7][C:8]1[CH:13]=[CH:12][C:11]([C:14]2[CH:15]=[CH:16][C:17]3[N:24]([CH2:25][CH2:26][CH3:27])[CH2:23][CH2:22][CH2:21][C:20]([C:28]([O:30]C)=[O:29])=[CH:19][C:18]=3[CH:32]=2)=[CH:10][CH:9]=1)[CH2:2][CH3:3].[OH-].[Na+].Cl, predict the reaction product. The product is: [CH2:1]([O:4][CH2:5][CH2:6][O:7][C:8]1[CH:13]=[CH:12][C:11]([C:14]2[CH:15]=[CH:16][C:17]3[N:24]([CH2:25][CH2:26][CH3:27])[CH2:23][CH2:22][CH2:21][C:20]([C:28]([OH:30])=[O:29])=[CH:19][C:18]=3[CH:32]=2)=[CH:10][CH:9]=1)[CH2:2][CH3:3].